From a dataset of Reaction yield outcomes from USPTO patents with 853,638 reactions. Predict the reaction yield, written as a fraction of the theoretical maximum amount of product (1.0 means a 100% yield; for example, 0.34 means a 34% yield). (1) The reactants are [Si:1]([O:8][C@@H:9]1[C@@H:13]([CH2:14][OH:15])[CH2:12][N:11]([C:16]([O:18][C:19]([CH3:22])([CH3:21])[CH3:20])=[O:17])[CH2:10]1)([C:4]([CH3:7])([CH3:6])[CH3:5])([CH3:3])[CH3:2].CC(OI1(OC(C)=O)(OC(C)=O)OC(=O)C2C=CC=CC1=2)=O. The catalyst is C(Cl)Cl.CCOCC. The product is [Si:1]([O:8][C@@H:9]1[C@@H:13]([CH:14]=[O:15])[CH2:12][N:11]([C:16]([O:18][C:19]([CH3:22])([CH3:21])[CH3:20])=[O:17])[CH2:10]1)([C:4]([CH3:7])([CH3:6])[CH3:5])([CH3:3])[CH3:2]. The yield is 0.900. (2) The reactants are [Cl:1][CH2:2][C:3]([CH2:5]Cl)=O.[CH3:7][C:8]1[CH:16]=[CH:15][C:11]([C:12]([NH2:14])=[S:13])=[CH:10][CH:9]=1. The catalyst is C1(C)C=CC=CC=1. The product is [Cl:1][CH2:2][C:3]1[N:14]=[C:12]([C:11]2[CH:15]=[CH:16][C:8]([CH3:7])=[CH:9][CH:10]=2)[S:13][CH:5]=1. The yield is 0.670.